The task is: Predict the product of the given reaction.. This data is from Forward reaction prediction with 1.9M reactions from USPTO patents (1976-2016). (1) Given the reactants [ClH:1].C(O[C:5](=O)[CH:6]([NH2:16])[CH2:7][CH2:8][CH:9]([NH2:15])[C:10](OCC)=O)C.C[O-].[Na+], predict the reaction product. The product is: [ClH:1].[CH:6]12[CH2:7][CH2:8][CH:9]([NH:15][CH2:5]1)[CH2:10][NH:16]2. (2) Given the reactants [CH3:1][O:2][C:3](=[O:11])[CH2:4][C@H:5]1[CH2:9][CH2:8][C@@H:7](O)[CH2:6]1.C1C=CC(P(C2C=CC=CC=2)C2C=CC=CC=2)=CC=1.C(Br)(Br)(Br)[Br:32], predict the reaction product. The product is: [Br:32][C@H:7]1[CH2:8][CH2:9][C@H:5]([CH2:4][C:3]([O:2][CH3:1])=[O:11])[CH2:6]1.